This data is from NCI-60 drug combinations with 297,098 pairs across 59 cell lines. The task is: Regression. Given two drug SMILES strings and cell line genomic features, predict the synergy score measuring deviation from expected non-interaction effect. Drug 1: CC1=C(C=C(C=C1)NC2=NC=CC(=N2)N(C)C3=CC4=NN(C(=C4C=C3)C)C)S(=O)(=O)N.Cl. Drug 2: CC1=C2C(C(=O)C3(C(CC4C(C3C(C(C2(C)C)(CC1OC(=O)C(C(C5=CC=CC=C5)NC(=O)OC(C)(C)C)O)O)OC(=O)C6=CC=CC=C6)(CO4)OC(=O)C)O)C)O. Cell line: MDA-MB-435. Synergy scores: CSS=57.0, Synergy_ZIP=4.34, Synergy_Bliss=3.99, Synergy_Loewe=-41.1, Synergy_HSA=1.98.